From a dataset of Catalyst prediction with 721,799 reactions and 888 catalyst types from USPTO. Predict which catalyst facilitates the given reaction. (1) Reactant: C(OC(=O)[NH:7][CH2:8][CH2:9][CH2:10][N:11]1[C:20]2[CH:19]=[CH:18][C:17]([Cl:21])=[CH:16][C:15]=2[C:14]2=[N:22][N:23](C3CCCCO3)[C:24]([CH2:25][CH2:26][N:27]([CH3:29])[CH3:28])=[C:13]2[C:12]1=[O:36])(C)(C)C.Cl. Product: [NH2:7][CH2:8][CH2:9][CH2:10][N:11]1[C:20]2[CH:19]=[CH:18][C:17]([Cl:21])=[CH:16][C:15]=2[C:14]2=[N:22][NH:23][C:24]([CH2:25][CH2:26][N:27]([CH3:28])[CH3:29])=[C:13]2[C:12]1=[O:36]. The catalyst class is: 158. (2) Reactant: [OH-].[Na+].[CH3:3][C:4]1[C:9]2[NH:10][C:11](=[O:13])[O:12][C:8]=2[CH:7]=[C:6]([C:14]([O:16]C)=[O:15])[CH:5]=1.O.Cl. Product: [CH3:3][C:4]1[C:9]2[NH:10][C:11](=[O:13])[O:12][C:8]=2[CH:7]=[C:6]([C:14]([OH:16])=[O:15])[CH:5]=1. The catalyst class is: 5.